From a dataset of Full USPTO retrosynthesis dataset with 1.9M reactions from patents (1976-2016). Predict the reactants needed to synthesize the given product. (1) Given the product [CH3:1][O:2][C:3]1[CH:10]=[CH:9][C:6]([C:7]2[NH:13][N:12]=[N:11][N:8]=2)=[CH:5][CH:4]=1, predict the reactants needed to synthesize it. The reactants are: [CH3:1][O:2][C:3]1[CH:10]=[CH:9][C:6]([C:7]#[N:8])=[CH:5][CH:4]=1.[N-:11]=[N+:12]=[N-:13].[Na+].Cl.C(N(CC)CC)C. (2) The reactants are: C1COCC1.[Cl:6][C:7]1[N:8]([C:12]2[CH:17]=[CH:16][C:15]([CH:18]3OCC[O:19]3)=[CH:14][C:13]=2[O:23][CH3:24])[CH:9]=[CH:10][N:11]=1.Cl.[OH-].[Na+]. Given the product [Cl:6][C:7]1[N:8]([C:12]2[CH:17]=[CH:16][C:15]([CH:18]=[O:19])=[CH:14][C:13]=2[O:23][CH3:24])[CH:9]=[CH:10][N:11]=1, predict the reactants needed to synthesize it.